From a dataset of Forward reaction prediction with 1.9M reactions from USPTO patents (1976-2016). Predict the product of the given reaction. (1) Given the reactants C(NC[C@@H]1[C@H]2OC(C)(C)O[C@H]2[C@H]([N:16]2[CH:24]=[N:23][C:22]3[C:17]2=[N:18][CH:19]=[N:20][C:21]=3[NH2:25])O1)(C)C.C(C1C=CC2NC(CCC3CC(=O)C3)=NC=2C=1)(C)(C)C, predict the reaction product. The product is: [N:20]1[C:21]([NH2:25])=[C:22]2[C:17]([NH:16][CH:24]=[N:23]2)=[N:18][CH:19]=1. (2) Given the reactants [NH2:1][C@H:2]1[CH2:21][N:6]2[C:7]3[C:12]([C:13]([CH2:14][C:15]([O:17][CH2:18][CH2:19][CH3:20])=[O:16])=[C:5]2[CH2:4][CH2:3]1)=[CH:11][CH:10]=[CH:9][CH:8]=3.[F:22][C:23]1[CH:28]=[CH:27][C:26]([S:29](Cl)(=[O:31])=[O:30])=[CH:25][CH:24]=1.C(N(CC)CC)C, predict the reaction product. The product is: [F:22][C:23]1[CH:28]=[CH:27][C:26]([S:29]([NH:1][C@H:2]2[CH2:21][N:6]3[C:7]4[C:12]([C:13]([CH2:14][C:15]([O:17][CH2:18][CH2:19][CH3:20])=[O:16])=[C:5]3[CH2:4][CH2:3]2)=[CH:11][CH:10]=[CH:9][CH:8]=4)(=[O:31])=[O:30])=[CH:25][CH:24]=1. (3) Given the reactants [NH:1]1[CH2:6][CH2:5][O:4][CH2:3][CH2:2]1.CN(C=O)C.[H-].[Na+].I[CH:15]1[CH2:21][C:20]([CH3:23])([CH3:22])[C:19]2[CH:24]=[CH:25][C:26]([N+:28]([O-:30])=[O:29])=[CH:27][C:18]=2[NH:17][C:16]1=[O:31], predict the reaction product. The product is: [CH3:22][C:20]1([CH3:23])[C:19]2[CH:24]=[CH:25][C:26]([N+:28]([O-:30])=[O:29])=[CH:27][C:18]=2[NH:17][C:16](=[O:31])[CH:15]([N:1]2[CH2:6][CH2:5][O:4][CH2:3][CH2:2]2)[CH2:21]1. (4) Given the reactants [C:1]([C:4]1[CH:9]=[CH:8][C:7]([S:10]([NH2:13])(=[O:12])=[O:11])=[C:6]([Cl:14])[CH:5]=1)(=[O:3])[CH3:2].[C:15](OC(=O)C)(=[O:17])[CH3:16].S(=O)(=O)(O)O, predict the reaction product. The product is: [C:1]([C:4]1[CH:9]=[CH:8][C:7]([S:10]([NH:13][C:15](=[O:17])[CH3:16])(=[O:12])=[O:11])=[C:6]([Cl:14])[CH:5]=1)(=[O:3])[CH3:2]. (5) Given the reactants Br[C:2]1[CH:40]=[CH:39][C:5]([CH2:6][N:7]2[C:11]3[CH:12]=[CH:13][C:14]([O:16][CH2:17][C:18]4[CH:27]=[CH:26][C:25]5[C:20](=[CH:21][CH:22]=[CH:23][CH:24]=5)[N:19]=4)=[CH:15][C:10]=3[N:9]=[C:8]2[CH2:28][C:29]2([C:34]([O:36]CC)=[O:35])[CH2:33][CH2:32][CH2:31][CH2:30]2)=[CH:4][CH:3]=1.[NH:41]1[CH:45]=[C:44](B2OC(C)(C)C(C)(C)O2)[CH:43]=[N:42]1, predict the reaction product. The product is: [NH:42]1[CH:43]=[C:44]([C:2]2[CH:40]=[CH:39][C:5]([CH2:6][N:7]3[C:11]4[CH:12]=[CH:13][C:14]([O:16][CH2:17][C:18]5[CH:27]=[CH:26][C:25]6[C:20](=[CH:21][CH:22]=[CH:23][CH:24]=6)[N:19]=5)=[CH:15][C:10]=4[N:9]=[C:8]3[CH2:28][C:29]3([C:34]([OH:36])=[O:35])[CH2:33][CH2:32][CH2:31][CH2:30]3)=[CH:4][CH:3]=2)[CH:45]=[N:41]1. (6) The product is: [CH3:1][C:2]1[C:10]2[C:5](=[N:6][CH:7]=[C:8]([C:17]3[CH:18]=[CH:19][CH:20]=[CH:21][CH:22]=3)[C:9]=2[N:11]2[CH2:16][CH2:15][N:14]([C:37]([O:36][C:33]([CH3:35])([CH3:34])[CH3:32])=[O:38])[CH2:13][CH2:12]2)[N:4]([S:23]([C:26]2[CH:31]=[CH:30][CH:29]=[CH:28][CH:27]=2)(=[O:24])=[O:25])[CH:3]=1. Given the reactants [CH3:1][C:2]1[C:10]2[C:5](=[N:6][CH:7]=[C:8]([C:17]3[CH:22]=[CH:21][CH:20]=[CH:19][CH:18]=3)[C:9]=2[N:11]2[CH2:16][CH2:15][NH:14][CH2:13][CH2:12]2)[N:4]([S:23]([C:26]2[CH:31]=[CH:30][CH:29]=[CH:28][CH:27]=2)(=[O:25])=[O:24])[CH:3]=1.[CH3:32][C:33]([O:36][C:37](O[C:37]([O:36][C:33]([CH3:35])([CH3:34])[CH3:32])=[O:38])=[O:38])([CH3:35])[CH3:34], predict the reaction product.